Dataset: Forward reaction prediction with 1.9M reactions from USPTO patents (1976-2016). Task: Predict the product of the given reaction. Given the reactants [Br:1][C:2]1[CH:7]=[CH:6][CH:5]=[CH:4][C:3]=1[CH2:8][N:9]([C@H:19]1[CH2:23][CH2:22][NH:21][CH2:20]1)[C:10]1[CH:17]=[CH:16][C:13]([C:14]#[N:15])=[C:12]([Cl:18])[CH:11]=1.[CH3:24][CH:25]([S:27](Cl)(=[O:29])=[O:28])[CH3:26], predict the reaction product. The product is: [Br:1][C:2]1[CH:7]=[CH:6][CH:5]=[CH:4][C:3]=1[CH2:8][N:9]([C@H:19]1[CH2:23][CH2:22][N:21]([S:27]([CH:25]([CH3:26])[CH3:24])(=[O:29])=[O:28])[CH2:20]1)[C:10]1[CH:17]=[CH:16][C:13]([C:14]#[N:15])=[C:12]([Cl:18])[CH:11]=1.